From a dataset of Full USPTO retrosynthesis dataset with 1.9M reactions from patents (1976-2016). Predict the reactants needed to synthesize the given product. Given the product [F:1][C:2]1[N:7]=[C:6]([CH:8]2[O:12][C:11](=[O:13])[N:10]([C:28]([O:30][C:31]([CH3:34])([CH3:33])[CH3:32])=[O:29])[CH:9]2[CH2:14][C:15]2[CH:20]=[CH:19][CH:18]=[C:17]([O:21][C:22]([F:27])([F:26])[CH:23]([F:24])[F:25])[CH:16]=2)[CH:5]=[CH:4][CH:3]=1, predict the reactants needed to synthesize it. The reactants are: [F:1][C:2]1[N:7]=[C:6]([CH:8]2[O:12][C:11](=[O:13])[NH:10][CH:9]2[CH2:14][C:15]2[CH:20]=[CH:19][CH:18]=[C:17]([O:21][C:22]([F:27])([F:26])[CH:23]([F:25])[F:24])[CH:16]=2)[CH:5]=[CH:4][CH:3]=1.[C:28](O[C:28]([O:30][C:31]([CH3:34])([CH3:33])[CH3:32])=[O:29])([O:30][C:31]([CH3:34])([CH3:33])[CH3:32])=[O:29].CN(C1C=CC=CN=1)C.O.